From a dataset of NCI-60 drug combinations with 297,098 pairs across 59 cell lines. Regression. Given two drug SMILES strings and cell line genomic features, predict the synergy score measuring deviation from expected non-interaction effect. (1) Drug 1: CNC(=O)C1=CC=CC=C1SC2=CC3=C(C=C2)C(=NN3)C=CC4=CC=CC=N4. Drug 2: CC12CCC(CC1=CCC3C2CCC4(C3CC=C4C5=CN=CC=C5)C)O. Cell line: 786-0. Synergy scores: CSS=7.19, Synergy_ZIP=-3.00, Synergy_Bliss=3.39, Synergy_Loewe=-1.60, Synergy_HSA=2.46. (2) Drug 1: CN(CCCl)CCCl.Cl. Drug 2: C1CCC(C(C1)N)N.C(=O)(C(=O)[O-])[O-].[Pt+4]. Cell line: MOLT-4. Synergy scores: CSS=83.5, Synergy_ZIP=5.33, Synergy_Bliss=5.81, Synergy_Loewe=0.400, Synergy_HSA=5.49.